Task: Predict the product of the given reaction.. Dataset: Forward reaction prediction with 1.9M reactions from USPTO patents (1976-2016) (1) Given the reactants [CH:1]1([CH2:6][C@H:7]([C:19]2[CH:24]=[CH:23][C:22]([S:25]([CH3:28])(=[O:27])=[O:26])=[CH:21][CH:20]=2)[C:8]([NH:10][C:11]2[S:12][C:13]([S:16]C#N)=[CH:14][N:15]=2)=[O:9])[CH2:5][CH2:4][CH2:3][CH2:2]1.SC[C@H]([C@@H](CS)O)O.Cl[CH2:38][CH2:39][N:40]([CH2:43][CH3:44])[CH2:41][CH3:42].C(=O)([O-])[O-].[K+].[K+].[I-].[K+], predict the reaction product. The product is: [CH:1]1([CH2:6][C@H:7]([C:19]2[CH:20]=[CH:21][C:22]([S:25]([CH3:28])(=[O:26])=[O:27])=[CH:23][CH:24]=2)[C:8]([NH:10][C:11]2[S:12][C:13]([S:16][CH2:38][CH2:39][N:40]([CH2:43][CH3:44])[CH2:41][CH3:42])=[CH:14][N:15]=2)=[O:9])[CH2:2][CH2:3][CH2:4][CH2:5]1. (2) Given the reactants [CH3:1][C:2]1([CH3:26])[CH2:7][CH2:6][CH2:5][C:4]([CH3:9])([CH3:8])[N:3]1[C:10]1[CH:15]=[CH:14][CH:13]=[C:12]([N:16]2[C:21]([CH3:23])([CH3:22])[CH2:20][CH2:19][CH2:18][C:17]2([CH3:25])[CH3:24])[N:11]=1.C1C(=O)N([Br:34])C(=O)C1, predict the reaction product. The product is: [Br:34][C:13]1[C:12]([N:16]2[C:17]([CH3:25])([CH3:24])[CH2:18][CH2:19][CH2:20][C:21]2([CH3:23])[CH3:22])=[N:11][C:10]([N:3]2[C:4]([CH3:8])([CH3:9])[CH2:5][CH2:6][CH2:7][C:2]2([CH3:26])[CH3:1])=[CH:15][CH:14]=1. (3) Given the reactants F[P-](F)(F)(F)(F)F.N1(OC(N(C)C)=[N+](C)C)C2N=CC=CC=2N=N1.Cl.[OH:26][C@H:27]1[CH2:31][NH:30][C@H:29]([C:32]([O:34][CH3:35])=[O:33])[CH2:28]1.[C:36]([O:40][C:41]([NH:43][CH:44]([C@H:48]([CH2:56][O:57][CH3:58])[CH2:49][CH:50]([CH3:55])[CH2:51][CH2:52][CH:53]=[CH2:54])[C:45]([OH:47])=[O:46])=[O:42])([CH3:39])([CH3:38])[CH3:37].CCN(C(C)C)C(C)C, predict the reaction product. The product is: [C:36]([O:40][C:41]([NH:43][C@@H:44]([C@H:48]([CH2:56][O:57][CH3:58])[CH2:49][CH:50]([CH3:55])[CH2:51][CH2:52][CH:53]=[CH2:54])[C:45]([N:30]1[CH2:31][C@H:27]([OH:26])[CH2:28][C@H:29]1[C:32]([O:34][CH3:35])=[O:33])=[O:46])=[O:42])([CH3:37])([CH3:39])[CH3:38].[C:36]([O:40][C:41]([NH:43][C@@H:44]([C@H:48]([CH3:56])[CH2:49][CH:50]([CH3:55])[CH2:51][CH2:52][CH:53]=[CH2:54])[C:45]([N:30]1[CH2:31][C@H:27]([OH:26])[CH2:28][C@H:29]1[C:32]([O:34][CH3:35])=[O:33])=[O:47])=[O:42])([CH3:37])([CH3:38])[CH3:39]. (4) Given the reactants [OH:1][CH2:2][CH2:3][CH2:4][C:5]1[N:10]=[C:9]([C:11]#[N:12])[CH:8]=[CH:7][CH:6]=1.[C:13](OC)(=[O:21])[C:14]1[C:15](=[CH:17][CH:18]=[CH:19][CH:20]=1)[SH:16].C(N(CC)CC)C, predict the reaction product. The product is: [OH:1][CH2:2][CH2:3][CH2:4][C:5]1[N:10]=[C:9]([C:11]2[S:16][C:15]3[CH:17]=[CH:18][CH:19]=[CH:20][C:14]=3[C:13](=[O:21])[N:12]=2)[CH:8]=[CH:7][CH:6]=1. (5) Given the reactants C(OCC)(=O)C.[C:7]1([NH2:14])[CH:12]=[CH:11][CH:10]=[CH:9][C:8]=1[NH2:13].C(=O)([O-])[O-].[Na+].[Na+].[C:21]1([S:27](Cl)(=[O:29])=[O:28])[CH:26]=[CH:25][CH:24]=[CH:23][CH:22]=1, predict the reaction product. The product is: [NH2:13][C:8]1[CH:9]=[CH:10][CH:11]=[CH:12][C:7]=1[NH:14][S:27]([C:21]1[CH:26]=[CH:25][CH:24]=[CH:23][CH:22]=1)(=[O:29])=[O:28].